From a dataset of Full USPTO retrosynthesis dataset with 1.9M reactions from patents (1976-2016). Predict the reactants needed to synthesize the given product. (1) Given the product [C:1]([O:5][C:6]([N:8]1[CH2:12][C@@H:11]([O:13][CH2:14][C:15]#[C:16][I:21])[C@H:10]([N:17]=[N+:18]=[N-:19])[CH2:9]1)=[O:7])([CH3:4])([CH3:2])[CH3:3], predict the reactants needed to synthesize it. The reactants are: [C:1]([O:5][C:6]([N:8]1[CH2:12][C@@H:11]([O:13][CH2:14][C:15]#[CH:16])[C@H:10]([N:17]=[N+:18]=[N-:19])[CH2:9]1)=[O:7])([CH3:4])([CH3:3])[CH3:2].I.[I:21]N1CCOCC1. (2) Given the product [F:1][C:2]1[CH:7]=[CH:6][C:5]([CH:8]([C:47]2[CH:52]=[CH:51][CH:50]=[CH:49][CH:48]=2)[C@@:9]([NH:39][C:40](=[O:46])[O:41][C:42]([CH3:43])([CH3:44])[CH3:45])([C:10]2[O:11][C:14]([C:15]3[CH:20]=[C:19]([N:21]([CH3:26])[S:22]([CH3:25])(=[O:24])=[O:23])[N:18]=[C:17]([N:27]([CH2:33][CH2:34][O:35][CH3:36])[CH2:28][C@@H:29]4[CH2:31][C@H:30]4[CH3:32])[CH:16]=3)=[N:13][N:12]=2)[CH3:38])=[CH:4][CH:3]=1, predict the reactants needed to synthesize it. The reactants are: [F:1][C:2]1[CH:7]=[CH:6][C:5]([CH2:8][C@:9]([NH:39][C:40](=[O:46])[O:41][C:42]([CH3:45])([CH3:44])[CH3:43])([CH3:38])[C:10]([NH:12][NH:13][C:14](=O)[C:15]2[CH:20]=[C:19]([N:21]([CH3:26])[S:22]([CH3:25])(=[O:24])=[O:23])[N:18]=[C:17]([N:27]([CH2:33][CH2:34][O:35][CH3:36])[CH2:28][CH:29]3[CH2:31][CH:30]3[CH3:32])[CH:16]=2)=[O:11])=[CH:4][CH:3]=1.[C:47]1(P([C:47]2[CH:52]=[CH:51][CH:50]=[CH:49][CH:48]=2)[C:47]2[CH:52]=[CH:51][CH:50]=[CH:49][CH:48]=2)[CH:52]=[CH:51][CH:50]=[CH:49][CH:48]=1.N1C=CN=C1.C(Br)(Br)(Br)Br.